Dataset: Full USPTO retrosynthesis dataset with 1.9M reactions from patents (1976-2016). Task: Predict the reactants needed to synthesize the given product. (1) The reactants are: [CH3:1][O:2][C:3](=[O:15])[C@@H:4]([O:6][C:7]1[CH:12]=[CH:11][C:10]([F:13])=[C:9]([NH2:14])[CH:8]=1)[CH3:5].C[O:17][C:18](=O)[CH:19]([CH2:24][C:25]1[CH:30]=[CH:29][C:28]([Cl:31])=[CH:27][C:26]=1[Cl:32])[C:20](=O)[CH2:21][CH3:22]. Given the product [CH3:1][O:2][C:3](=[O:15])[C@@H:4]([O:6][C:7]1[CH:12]=[CH:11][C:10]([F:13])=[C:9]2[C:8]=1[C:18](=[O:17])[C:19]([CH2:24][C:25]1[CH:30]=[CH:29][C:28]([Cl:31])=[CH:27][C:26]=1[Cl:32])=[C:20]([CH2:21][CH3:22])[NH:14]2)[CH3:5], predict the reactants needed to synthesize it. (2) Given the product [Br:8][C:7]1[C:2]([NH2:1])=[N:3][CH:4]=[C:5]([CH:9]2[CH2:10][CH2:11][NH:12][CH2:13][CH2:14]2)[N:6]=1, predict the reactants needed to synthesize it. The reactants are: [NH2:1][C:2]1[N:3]=[CH:4][C:5]([CH:9]2[CH2:14][CH2:13][N:12](C(OC(C)(C)C)=O)[CH2:11][CH2:10]2)=[N:6][C:7]=1[Br:8].C(O)(C(F)(F)F)=O.C1(C)C=CC=CC=1. (3) Given the product [OH:1][CH2:2][CH2:3][N:4]([CH3:32])[C:5](=[O:31])[C:6]1[CH:11]=[CH:10][C:9]([CH:12]([C:24]2[CH:29]=[CH:28][CH:27]=[CH:26][C:25]=2[CH3:30])[CH2:13]/[C:14](=[N:34]\[OH:35])/[C:16]2[CH:21]=[CH:20][C:19](=[O:22])[N:18]([CH3:23])[CH:17]=2)=[CH:8][CH:7]=1, predict the reactants needed to synthesize it. The reactants are: [OH:1][CH2:2][CH2:3][N:4]([CH3:32])[C:5](=[O:31])[C:6]1[CH:11]=[CH:10][C:9]([CH:12]([C:24]2[CH:29]=[CH:28][CH:27]=[CH:26][C:25]=2[CH3:30])[CH2:13][C:14]([C:16]2[CH:21]=[CH:20][C:19](=[O:22])[N:18]([CH3:23])[CH:17]=2)=O)=[CH:8][CH:7]=1.Cl.[NH2:34][OH:35].C([O-])(O)=O.[Na+]. (4) The reactants are: [NH2:1][C:2]1[C:7]([S:8][CH2:9][CH2:10][C:11]([CH3:14])([OH:13])[CH3:12])=[CH:6][C:5]([Br:15])=[CH:4][N:3]=1.CC(C)=[O:18].[OH2:20].S([O-])(O[O-])(=O)=O.[K+].[K+]. Given the product [NH2:1][C:2]1[C:7]([S:8]([CH2:9][CH2:10][C:11]([CH3:12])([OH:13])[CH3:14])(=[O:18])=[O:20])=[CH:6][C:5]([Br:15])=[CH:4][N:3]=1, predict the reactants needed to synthesize it.